The task is: Predict the reaction yield, written as a fraction of the theoretical maximum amount of product (1.0 means a 100% yield; for example, 0.34 means a 34% yield).. This data is from Reaction yield outcomes from USPTO patents with 853,638 reactions. The reactants are [OH-].[Na+].[O:3]([CH2:10][CH2:11][N:12]1[CH:16]=[C:15](/[CH:17]=[CH:18]/[C:19]([O:21]C)=[O:20])[CH:14]=[N:13]1)[C:4]1[CH:9]=[CH:8][CH:7]=[CH:6][CH:5]=1. The catalyst is CO. The product is [O:3]([CH2:10][CH2:11][N:12]1[CH:16]=[C:15](/[CH:17]=[CH:18]/[C:19]([OH:21])=[O:20])[CH:14]=[N:13]1)[C:4]1[CH:9]=[CH:8][CH:7]=[CH:6][CH:5]=1. The yield is 0.860.